This data is from Forward reaction prediction with 1.9M reactions from USPTO patents (1976-2016). The task is: Predict the product of the given reaction. (1) Given the reactants [Cl:1][C:2]1[CH:24]=[CH:23][CH:22]=[C:21]([CH3:25])[C:3]=1[CH2:4][N:5]1[C:13]2[C:8](=[N:9][CH:10]=[C:11]([C:14]([F:19])([F:18])[C:15]([OH:17])=[O:16])[CH:12]=2)[C:7]([CH3:20])=[N:6]1.[OH-].[K+:27], predict the reaction product. The product is: [Cl:1][C:2]1[CH:24]=[CH:23][CH:22]=[C:21]([CH3:25])[C:3]=1[CH2:4][N:5]1[C:13]2[C:8](=[N:9][CH:10]=[C:11]([C:14]([F:19])([F:18])[C:15]([O-:17])=[O:16])[CH:12]=2)[C:7]([CH3:20])=[N:6]1.[K+:27]. (2) Given the reactants Cl[C:2]1[S:6][C:5]([C:7]([C:9]2[CH:14]=[CH:13][C:12]([N+:15]([O-:17])=[O:16])=[CH:11][CH:10]=2)=[O:8])=[CH:4][CH:3]=1.[CH2:18](O)[CH2:19][OH:20].C1(C)C(S(O)(=O)=O)=CC=CC=1, predict the reaction product. The product is: [N+:15]([C:12]1[CH:13]=[CH:14][C:9]([C:7]2([C:5]3[S:6][CH:2]=[CH:3][CH:4]=3)[O:20][CH2:19][CH2:18][O:8]2)=[CH:10][CH:11]=1)([O-:17])=[O:16].